From a dataset of Forward reaction prediction with 1.9M reactions from USPTO patents (1976-2016). Predict the product of the given reaction. (1) Given the reactants Cl.[NH2:2][C@H:3]1[CH2:7][CH2:6][CH2:5][C@@H:4]1[NH:8][C:9](=[O:22])[C:10]1[CH:15]=[C:14]([CH3:16])[CH:13]=[CH:12][C:11]=1[N:17]1[N:21]=[CH:20][CH:19]=[N:18]1.Cl[C:24]1[CH:29]=[CH:28][C:27]([C:30]([F:33])([F:32])[F:31])=[CH:26][N:25]=1.CCN(C(C)C)C(C)C, predict the reaction product. The product is: [CH3:16][C:14]1[CH:13]=[CH:12][C:11]([N:17]2[N:18]=[CH:19][CH:20]=[N:21]2)=[C:10]([CH:15]=1)[C:9]([NH:8][C@H:4]1[CH2:5][CH2:6][CH2:7][C@@H:3]1[NH:2][C:24]1[CH:29]=[CH:28][C:27]([C:30]([F:33])([F:32])[F:31])=[CH:26][N:25]=1)=[O:22]. (2) Given the reactants CC1NC(C)=CC=1[C:7]1[CH:12]=[CH:11][CH:10]=[C:9]([C:13]2[CH:18]=[CH:17][C:16]([O:19][CH2:20][CH2:21][N:22]([CH3:24])[CH3:23])=[C:15]([CH3:25])[C:14]=2[CH3:26])[N:8]=1.Cl.[NH2:29]O.C(O)C.Cl, predict the reaction product. The product is: [CH3:23][N:22]([CH3:24])[CH2:21][CH2:20][O:19][C:16]1[CH:17]=[CH:18][C:13]([C:9]2[N:8]=[C:7]([NH2:29])[CH:12]=[CH:11][CH:10]=2)=[C:14]([CH3:26])[C:15]=1[CH3:25]. (3) Given the reactants C#C.[NH:3]([CH2:7][CH2:8][CH2:9][CH:10]([NH:14][C:15]([C:17]1[S:18][CH:19]=[CH:20][C:21]=1[NH:22][S:23]([C:26]1[CH:31]=[CH:30][CH:29]=[C:28]([C:32]#[C:33][C:34]2[CH:35]=[N:36][CH:37]=[CH:38][CH:39]=2)[CH:27]=1)(=[O:25])=[O:24])=[O:16])[C:11]([OH:13])=[O:12])[C:4]([NH2:6])=[NH:5].[H][H], predict the reaction product. The product is: [NH:3]([CH2:7][CH2:8][CH2:9][C@H:10]([NH:14][C:15]([C:17]1[S:18][CH:19]=[CH:20][C:21]=1[NH:22][S:23]([C:26]1[CH:31]=[CH:30][CH:29]=[C:28]([CH2:32][CH2:33][C:34]2[CH:35]=[N:36][CH:37]=[CH:38][CH:39]=2)[CH:27]=1)(=[O:25])=[O:24])=[O:16])[C:11]([OH:13])=[O:12])[C:4]([NH2:6])=[NH:5]. (4) Given the reactants F[C:2]1[CH:7]=[CH:6][C:5]([C:8]2[C:9]([NH2:37])=[N:10][CH:11]=[N:12][C:13]=2[N:14]2[CH2:19][CH2:18][CH:17]([C:20]3[N:21]([CH3:36])[CH:22]=[C:23]([C:25]4[CH:30]=[CH:29][C:28]([F:31])=[C:27]([C:32]([F:35])([F:34])[F:33])[CH:26]=4)[N:24]=3)[CH2:16][CH2:15]2)=[CH:4][CH:3]=1.[Cl:38]C1C=C(B(O)O)C=CC=1, predict the reaction product. The product is: [Cl:38][C:3]1[CH:4]=[C:5]([C:8]2[C:9]([NH2:37])=[N:10][CH:11]=[N:12][C:13]=2[N:14]2[CH2:19][CH2:18][CH:17]([C:20]3[N:21]([CH3:36])[CH:22]=[C:23]([C:25]4[CH:30]=[CH:29][C:28]([F:31])=[C:27]([C:32]([F:35])([F:34])[F:33])[CH:26]=4)[N:24]=3)[CH2:16][CH2:15]2)[CH:6]=[CH:7][CH:2]=1.